From a dataset of Peptide-MHC class II binding affinity with 134,281 pairs from IEDB. Regression. Given a peptide amino acid sequence and an MHC pseudo amino acid sequence, predict their binding affinity value. This is MHC class II binding data. (1) The MHC is HLA-DQA10401-DQB10402 with pseudo-sequence HLA-DQA10401-DQB10402. The binding affinity (normalized) is 0.210. The peptide sequence is AEGLSGEPKGAAESS. (2) The peptide sequence is KIERWFVRNPFFAVT. The MHC is DRB5_0101 with pseudo-sequence DRB5_0101. The binding affinity (normalized) is 0.797. (3) The binding affinity (normalized) is 0.562. The MHC is H-2-IAd with pseudo-sequence H-2-IAd. The peptide sequence is TEAVQKIATESIVIWGKTPKFRL. (4) The peptide sequence is AANKQKQELDEISTN. The MHC is DRB1_0405 with pseudo-sequence DRB1_0405. The binding affinity (normalized) is 0.160. (5) The peptide sequence is SHFSLKKGAAALGIGTDSVI. The MHC is HLA-DQA10301-DQB10302 with pseudo-sequence YNYHERRFATVLHIVYFGLTYYAVRTETVHLETT. The binding affinity (normalized) is 0. (6) The peptide sequence is LYKGVYELQTLELNM. The MHC is DRB5_0101 with pseudo-sequence DRB5_0101. The binding affinity (normalized) is 0.522.